Task: Predict which catalyst facilitates the given reaction.. Dataset: Catalyst prediction with 721,799 reactions and 888 catalyst types from USPTO Reactant: [Cl:1][C:2]1[CH:3]=[CH:4][C:5]([NH2:24])=[C:6]2[C:10]=1[N:9]=[C:8]1[N:11]([C:16]3[CH:21]=[CH:20][C:19]([Cl:22])=[CH:18][C:17]=3[Cl:23])[CH2:12][CH2:13][CH2:14][CH2:15][N:7]21.[CH:25](=O)[CH3:26].[C:28](O[BH-](OC(=O)C)OC(=O)C)(=O)[CH3:29].[Na+]. Product: [Cl:1][C:2]1[C:3]([CH2:25][CH3:26])=[C:4]([CH2:28][CH3:29])[C:5]([NH2:24])=[C:6]2[C:10]=1[N:9]=[C:8]1[N:11]([C:16]3[CH:21]=[CH:20][C:19]([Cl:22])=[CH:18][C:17]=3[Cl:23])[CH2:12][CH2:13][CH2:14][CH2:15][N:7]21. The catalyst class is: 130.